This data is from Full USPTO retrosynthesis dataset with 1.9M reactions from patents (1976-2016). The task is: Predict the reactants needed to synthesize the given product. (1) The reactants are: [Cl:1][C:2]1[CH:10]=[C:5]2[CH:6]=[CH:7][CH:8]=[CH:9][N:4]2[N:3]=1.[I:11]N1C(=O)CCC1=O. Given the product [Cl:1][C:2]1[C:10]([I:11])=[C:5]2[CH:6]=[CH:7][CH:8]=[CH:9][N:4]2[N:3]=1, predict the reactants needed to synthesize it. (2) The reactants are: [N:1]1([CH2:7][CH:8]2[CH2:13][CH2:12][N:11]([C:14](OC(C)(C)C)=O)[CH2:10][CH2:9]2)[CH2:6][CH2:5][CH2:4][CH2:3][CH2:2]1.C(O)(C(F)(F)F)=O.[CH3:28][O:29][C:30]1[CH:35]=C(F)[CH:33]=[CH:32][C:31]=1[N+:37]([O-:39])=[O:38].C([O-])([O-])=O.[K+].[K+]. Given the product [CH3:28][O:29][C:30]1[CH:35]=[C:14]([N:11]2[CH2:10][CH2:9][CH:8]([CH2:7][N:1]3[CH2:2][CH2:3][CH2:4][CH2:5][CH2:6]3)[CH2:13][CH2:12]2)[CH:33]=[CH:32][C:31]=1[N+:37]([O-:39])=[O:38], predict the reactants needed to synthesize it. (3) The reactants are: [C:1]([O:6]CCCC)(=[O:5])[C:2](C)=[CH2:3].C(OC)(=O)C(C)=C.C(O)(=O)C(C)=C.[CH2:24]=[CH:25][C:26]1[CH:31]=[CH:30][CH:29]=[CH:28][CH:27]=1. Given the product [C:1]([OH:6])(=[O:5])[CH:2]=[CH2:3].[CH2:24]=[CH:25][C:26]1[CH:31]=[CH:30][CH:29]=[CH:28][CH:27]=1, predict the reactants needed to synthesize it. (4) Given the product [CH3:8][C:9]1([CH3:31])[CH2:18][C:17]2[C:12](=[C:13]3[CH2:22][C:21]([CH3:23])([CH3:24])[O:20][C:14]3=[C:15]([NH:19][CH:1]=[O:3])[CH:16]=2)[C:11]([C:25]2[CH:26]=[CH:27][CH:28]=[CH:29][CH:30]=2)=[N:10]1, predict the reactants needed to synthesize it. The reactants are: [C:1](OC(=O)C)(=[O:3])C.[CH3:8][C:9]1([CH3:31])[CH2:18][C:17]2[C:12](=[C:13]3[CH2:22][C:21]([CH3:24])([CH3:23])[O:20][C:14]3=[C:15]([NH2:19])[CH:16]=2)[C:11]([C:25]2[CH:30]=[CH:29][CH:28]=[CH:27][CH:26]=2)=[N:10]1.[OH-].[Na+]. (5) Given the product [C:26]([N:29]1[CH2:30][CH2:31][CH:32]([C:35]([N:11]2[CH2:12][CH2:13][C@@H:14]([N:15]([CH3:25])[C:16](=[O:24])[C:17]3[CH:18]=[CH:19][C:20]([CH3:23])=[CH:21][CH:22]=3)[C@H:9]([C:4]3[CH:5]=[CH:6][C:7]([Cl:8])=[C:2]([Cl:1])[CH:3]=3)[CH2:10]2)=[O:36])[CH2:33][CH2:34]1)(=[O:28])[CH3:27], predict the reactants needed to synthesize it. The reactants are: [Cl:1][C:2]1[CH:3]=[C:4]([C@H:9]2[C@H:14]([N:15]([CH3:25])[C:16](=[O:24])[C:17]3[CH:22]=[CH:21][C:20]([CH3:23])=[CH:19][CH:18]=3)[CH2:13][CH2:12][NH:11][CH2:10]2)[CH:5]=[CH:6][C:7]=1[Cl:8].[C:26]([N:29]1[CH2:34][CH2:33][CH:32]([C:35](O)=[O:36])[CH2:31][CH2:30]1)(=[O:28])[CH3:27]. (6) Given the product [F:1][C:2]1[CH:10]=[CH:9][C:5]([CH2:6][NH2:7])=[CH:4][CH:3]=1, predict the reactants needed to synthesize it. The reactants are: [F:1][C:2]1[CH:10]=[CH:9][C:5]([CH:6]=[N:7]O)=[CH:4][CH:3]=1. (7) Given the product [CH2:21]([O:20][C:18]([NH:17][C@@H:11]1[CH2:10][C:9]2[CH:8]=[C:7]([N:30]3[CH2:35][CH2:34][CH:33]([C:36]([O:38][CH2:39][CH3:40])=[O:37])[CH2:32][CH2:31]3)[CH:16]=[CH:15][C:14]=2[CH2:13][CH2:12]1)=[O:19])[C:22]1[CH:27]=[CH:26][CH:25]=[CH:24][CH:23]=1, predict the reactants needed to synthesize it. The reactants are: FC(F)(F)S(O[C:7]1[CH:16]=[CH:15][C:14]2[CH2:13][CH2:12][C@H:11]([NH:17][C:18]([O:20][CH2:21][C:22]3[CH:27]=[CH:26][CH:25]=[CH:24][CH:23]=3)=[O:19])[CH2:10][C:9]=2[CH:8]=1)(=O)=O.[NH:30]1[CH2:35][CH2:34][CH:33]([C:36]([O:38][CH2:39][CH3:40])=[O:37])[CH2:32][CH2:31]1.CC(C)([O-])C.[Na+].